Dataset: Catalyst prediction with 721,799 reactions and 888 catalyst types from USPTO. Task: Predict which catalyst facilitates the given reaction. (1) Product: [CH2:26]([O:25][C:23](=[O:24])[N:11]([CH2:12][CH2:13][OH:14])[CH2:10][C:8]1[CH:7]=[CH:6][CH:5]=[C:4]2[C:9]=1[NH:1][CH:2]=[CH:3]2)[C:27]1[CH:32]=[CH:31][CH:30]=[CH:29][CH:28]=1. The catalyst class is: 26. Reactant: [NH:1]1[C:9]2[C:4](=[CH:5][CH:6]=[CH:7][C:8]=2[CH2:10][NH:11][CH2:12][CH2:13][OH:14])[CH:3]=[CH:2]1.C(N(CC)CC)C.Cl[C:23]([O:25][CH2:26][C:27]1[CH:32]=[CH:31][CH:30]=[CH:29][CH:28]=1)=[O:24]. (2) Reactant: [NH2:1][C:2]1[S:3][C:4]([CH3:10])=[C:5]([CH3:9])[C:6]=1[C:7]#[N:8].[C:11]1([CH:17]([C:21]2[CH:26]=[CH:25][CH:24]=[CH:23][CH:22]=2)[C:18](Cl)=[O:19])[CH:16]=[CH:15][CH:14]=[CH:13][CH:12]=1.C(N(CC)CC)C. Product: [C:7]([C:6]1[C:5]([CH3:9])=[C:4]([CH3:10])[S:3][C:2]=1[NH:1][C:18](=[O:19])[CH:17]([C:11]1[CH:16]=[CH:15][CH:14]=[CH:13][CH:12]=1)[C:21]1[CH:26]=[CH:25][CH:24]=[CH:23][CH:22]=1)#[N:8]. The catalyst class is: 2.